Dataset: Catalyst prediction with 721,799 reactions and 888 catalyst types from USPTO. Task: Predict which catalyst facilitates the given reaction. Reactant: NC1C=CNN=1.O/[CH:8]=[C:9]1\[C:10](=[O:18])[NH:11][C:12]2[C:17]\1=[CH:16][CH:15]=[CH:14][CH:13]=2.[CH3:19][C:20]1[O:24][N:23]=[C:22]([NH2:25])[CH:21]=1. Product: [CH3:19][C:20]1[O:24][N:23]=[C:22]([NH:25][CH:8]=[C:9]2[C:17]3[C:12](=[CH:13][CH:14]=[CH:15][CH:16]=3)[NH:11][C:10]2=[O:18])[CH:21]=1. The catalyst class is: 7.